Dataset: Forward reaction prediction with 1.9M reactions from USPTO patents (1976-2016). Task: Predict the product of the given reaction. (1) The product is: [Cl:1][C:2]1[CH:10]=[C:9]([CH:11]=[O:12])[C:8]2[C:4](=[CH:5][N:6]([CH:13]3[CH2:14][CH2:15]3)[N:7]=2)[CH:3]=1. Given the reactants [Cl:1][C:2]1[CH:10]=[C:9]([CH2:11][OH:12])[C:8]2[C:4](=[CH:5][N:6]([CH:13]3[CH2:15][CH2:14]3)[N:7]=2)[CH:3]=1.C(N(CC)CC)C, predict the reaction product. (2) The product is: [F:73][C:67]1[CH:68]=[CH:69][CH:70]=[C:71]([F:72])[C:66]=1[C:65]([NH:64][C:60]1[CH:61]=[CH:62][CH:63]=[C:58]([C:50]2[C:49]([C:47]3[CH:46]=[CH:45][N:44]=[C:43]([NH:87][C:83]4[CH:84]=[CH:85][CH:86]=[C:81]([CH:79]([S:76]([CH3:75])(=[O:78])=[O:77])[CH3:80])[CH:82]=4)[N:48]=3)=[C:53]3[CH:54]=[CH:55][CH:56]=[CH:57][N:52]3[N:51]=2)[CH:59]=1)=[O:74]. Given the reactants C1C2C(=CC=C(NC3N=C(C4C(C5C=C(NC(=O)C6C=CC=CC=6)C=CC=5)=NN5C=CC=CC=45)C=CN=3)C=2)CCN1.Cl[C:43]1[N:48]=[C:47]([C:49]2[C:50]([C:58]3[CH:59]=[C:60]([NH:64][C:65](=[O:74])[C:66]4[C:71]([F:72])=[CH:70][CH:69]=[CH:68][C:67]=4[F:73])[CH:61]=[CH:62][CH:63]=3)=[N:51][N:52]3[CH:57]=[CH:56][CH:55]=[CH:54][C:53]=23)[CH:46]=[CH:45][N:44]=1.[CH3:75][S:76]([CH:79]([C:81]1[CH:82]=[C:83]([NH2:87])[CH:84]=[CH:85][CH:86]=1)[CH3:80])(=[O:78])=[O:77], predict the reaction product. (3) Given the reactants [CH2:1]([O:3][C:4]([C:6]1[C:7]([OH:22])=[C:8]2[CH:16]=[CH:15][N:14]([CH2:17][CH2:18][CH:19]([CH3:21])[CH3:20])[C:9]2=[C:10]([C:12]#[N:13])[N:11]=1)=[O:5])[CH3:2].[C:23](OC(=O)C)(=[O:25])[CH3:24].C(N(CC)CC)C, predict the reaction product. The product is: [CH2:1]([O:3][C:4]([C:6]1[C:7]([O:22][C:23](=[O:25])[CH3:24])=[C:8]2[CH:16]=[CH:15][N:14]([CH2:17][CH2:18][CH:19]([CH3:21])[CH3:20])[C:9]2=[C:10]([C:12]#[N:13])[N:11]=1)=[O:5])[CH3:2]. (4) Given the reactants Cl[CH2:2][C:3]1[C:4]([C:11]2[CH:16]=[CH:15][C:14]([CH2:17][CH3:18])=[CH:13][CH:12]=2)=[N:5][S:6][C:7]=1[CH:8]1[CH2:10][CH2:9]1.[OH:19][C:20]1[CH:25]=[CH:24][C:23]([CH2:26][CH2:27][C:28]([O:30]CC)=[O:29])=[C:22]([CH3:33])[C:21]=1[CH3:34], predict the reaction product. The product is: [CH:8]1([C:7]2[S:6][N:5]=[C:4]([C:11]3[CH:16]=[CH:15][C:14]([CH2:17][CH3:18])=[CH:13][CH:12]=3)[C:3]=2[CH2:2][O:19][C:20]2[CH:25]=[CH:24][C:23]([CH2:26][CH2:27][C:28]([OH:30])=[O:29])=[C:22]([CH3:33])[C:21]=2[CH3:34])[CH2:10][CH2:9]1. (5) Given the reactants C1(P(C2C=CC=CC=2)C2C=CC=CC=2)C=CC=CC=1.CC(OC(/N=N/C(OC(C)C)=O)=O)C.[NH:34]1[C:42]2[C:37](=[CH:38][CH:39]=[C:40]([C:43]([O:45][CH2:46][CH3:47])=[O:44])[CH:41]=2)[CH:36]=[C:35]1[C:48]([O:50][CH2:51][CH3:52])=[O:49].[C:53]([O:57][C:58]([NH:60][CH2:61][C:62]1([CH2:75]O)[CH2:67][CH2:66][N:65]([C:68]([O:70][C:71]([CH3:74])([CH3:73])[CH3:72])=[O:69])[CH2:64][CH2:63]1)=[O:59])([CH3:56])([CH3:55])[CH3:54], predict the reaction product. The product is: [C:71]([O:70][C:68]([N:65]1[CH2:66][CH2:67][C:62]([CH2:75][N:34]2[C:42]3[C:37](=[CH:38][CH:39]=[C:40]([C:43]([O:45][CH2:46][CH3:47])=[O:44])[CH:41]=3)[CH:36]=[C:35]2[C:48]([O:50][CH2:51][CH3:52])=[O:49])([CH2:61][NH:60][C:58]([O:57][C:53]([CH3:56])([CH3:55])[CH3:54])=[O:59])[CH2:63][CH2:64]1)=[O:69])([CH3:73])([CH3:74])[CH3:72].